Predict the reactants needed to synthesize the given product. From a dataset of Full USPTO retrosynthesis dataset with 1.9M reactions from patents (1976-2016). (1) Given the product [Br:1][C:2]1[CH:3]=[C:4]([C:8]2([O:22][CH2:24][CH:25]3[CH2:27][CH2:26]3)[CH2:9][CH2:10][C:11]([C:16]3[CH:17]=[CH:18][CH:19]=[CH:20][CH:21]=3)([C:14]#[N:15])[CH2:12][CH2:13]2)[CH:5]=[CH:6][CH:7]=1, predict the reactants needed to synthesize it. The reactants are: [Br:1][C:2]1[CH:3]=[C:4]([C:8]2([OH:22])[CH2:13][CH2:12][C:11]([C:16]3[CH:21]=[CH:20][CH:19]=[CH:18][CH:17]=3)([C:14]#[N:15])[CH2:10][CH2:9]2)[CH:5]=[CH:6][CH:7]=1.Br[CH2:24][CH:25]1[CH2:27][CH2:26]1. (2) Given the product [F:15][C:16]1[CH:17]=[C:18]([C:2]2[C:3]([C:4]([OH:6])=[O:5])=[CH:7][C:8]([S:11]([CH3:14])(=[O:13])=[O:12])=[CH:9][CH:10]=2)[CH:19]=[CH:20][C:21]=1[F:22], predict the reactants needed to synthesize it. The reactants are: I[C:2]1[CH:10]=[CH:9][C:8]([S:11]([CH3:14])(=[O:13])=[O:12])=[CH:7][C:3]=1[C:4]([OH:6])=[O:5].[F:15][C:16]1[CH:17]=[C:18](B(O)O)[CH:19]=[CH:20][C:21]=1[F:22]. (3) Given the product [CH3:18][O:11][C:3]1[CH:4]=[C:5]([CH3:10])[C:6]([O:15][CH3:12])=[C:7]([CH3:8])[C:2]=1[CH3:1], predict the reactants needed to synthesize it. The reactants are: [CH3:1][C:2]1[C:7]([CH3:8])=[C:6](O)[C:5]([CH3:10])=[CH:4][C:3]=1[OH:11].[C:12](=[O:15])([O-])[O-].[K+].[K+].[CH3:18]I. (4) Given the product [Cl:31][C:29]1[CH:30]=[C:25]([C:19]2([C:21]([F:22])([F:24])[F:23])[O:18][N:17]=[C:16]([C:10]3[S:9][C:8]([C:6]([NH:5][CH2:4][C:3]([OH:34])=[O:2])=[O:7])=[C:12]4[CH2:13][CH2:14][CH2:15][C:11]=34)[CH2:20]2)[CH:26]=[C:27]([Cl:33])[C:28]=1[F:32], predict the reactants needed to synthesize it. The reactants are: C[O:2][C:3](=[O:34])[CH2:4][NH:5][C:6]([C:8]1[S:9][C:10]([C:16]2[CH2:20][C:19]([C:25]3[CH:30]=[C:29]([Cl:31])[C:28]([F:32])=[C:27]([Cl:33])[CH:26]=3)([C:21]([F:24])([F:23])[F:22])[O:18][N:17]=2)=[C:11]2[CH2:15][CH2:14][CH2:13][C:12]=12)=[O:7].O[Li].O. (5) Given the product [CH3:2][N:3]([CH3:10])[C:4]([NH:6][C:7](=[NH:8])[NH2:9])=[NH:5], predict the reactants needed to synthesize it. The reactants are: Cl.[CH3:2][N:3]([CH3:10])[C:4]([NH:6][C:7](=[NH:9])[NH2:8])=[NH:5].[OH-].[Na+]. (6) Given the product [CH:7]([O:11][CH:14]1[CH2:13][CH2:12][CH2:17][CH2:16][CH2:15]1)=[CH:6][CH3:9], predict the reactants needed to synthesize it. The reactants are: CS(C)=O.C[C:6]([CH3:9])([O-])[CH3:7].[K+].[OH2:11].[CH3:12][CH2:13][CH2:14][CH2:15][CH2:16][CH3:17]. (7) The reactants are: C1(P(C2C=CC=CC=2)C2C=CC=CC=2)C=CC=CC=1.II.[Si:22]([O:29][C@@H:30]([CH3:58])[C@@H:31]([NH:47][C:48]1[CH:53]=[CH:52][C:51]([C:54]#[N:55])=[C:50]([Cl:56])[C:49]=1[CH3:57])[C:32]([NH:34][NH:35][C:36]([C:38]1[CH:39]=[C:40]2[C:44](=[CH:45][CH:46]=1)[NH:43][CH:42]=[CH:41]2)=[O:37])=O)([C:25]([CH3:28])([CH3:27])[CH3:26])([CH3:24])[CH3:23]. Given the product [NH:43]1[C:44]2[C:40](=[CH:39][C:38]([C:36]3[O:37][C:32]([C@H:31]([NH:47][C:48]4[CH:53]=[CH:52][C:51]([C:54]#[N:55])=[C:50]([Cl:56])[C:49]=4[CH3:57])[C@@H:30]([O:29][Si:22]([C:25]([CH3:27])([CH3:26])[CH3:28])([CH3:23])[CH3:24])[CH3:58])=[N:34][N:35]=3)=[CH:46][CH:45]=2)[CH:41]=[CH:42]1, predict the reactants needed to synthesize it. (8) Given the product [CH2:1]([C:8]1[C:9]([O:37][CH3:38])=[N:10][C:11]2[C:16]([C:17]=1[Cl:18])=[CH:15][C:14]([C:19]([C:31]1[N:35]([CH3:36])[CH:34]=[N:33][CH:32]=1)([C:21]1[CH:22]=[N:23][C:24]([C:27]([F:28])([F:29])[F:30])=[CH:25][CH:26]=1)[NH2:55])=[CH:13][CH:12]=2)[C:2]1[CH:7]=[CH:6][CH:5]=[CH:4][CH:3]=1.[C:39]([OH:45])([C:41]([F:44])([F:43])[F:42])=[O:40].[C:39]([OH:45])([C:41]([F:44])([F:43])[F:42])=[O:40], predict the reactants needed to synthesize it. The reactants are: [CH2:1]([C:8]1[C:9]([O:37][CH3:38])=[N:10][C:11]2[C:16]([C:17]=1[Cl:18])=[CH:15][C:14]([C:19]([C:31]1[N:35]([CH3:36])[CH:34]=[N:33][CH:32]=1)([C:21]1[CH:22]=[N:23][C:24]([C:27]([F:30])([F:29])[F:28])=[CH:25][CH:26]=1)O)=[CH:13][CH:12]=2)[C:2]1[CH:7]=[CH:6][CH:5]=[CH:4][CH:3]=1.[C:39]([OH:45])([C:41]([F:44])([F:43])[F:42])=[O:40].[H-].[Na+].C(OC(=O)C)(=O)C.[NH3:55].